From a dataset of Full USPTO retrosynthesis dataset with 1.9M reactions from patents (1976-2016). Predict the reactants needed to synthesize the given product. (1) Given the product [Na:1].[CH2:4]1[C:5]2([O:10][CH2:9][CH:8]([O:11][C:12]3[CH:17]=[CH:16][N:15]=[C:14]([CH2:18][S:19]([C:21]4[NH:22][C:23]5[CH:29]=[CH:28][CH:27]=[CH:26][C:24]=5[N:25]=4)=[O:20])[CH:13]=3)[CH2:7][O:6]2)[CH2:2][CH2:3]1, predict the reactants needed to synthesize it. The reactants are: [Na:1].[CH2:2]1[C:5]2([O:10][CH2:9][CH:8]([O:11][C:12]3[CH:17]=[CH:16][N:15]=[C:14]([CH2:18][S:19]([C:21]4[NH:25][C:24]5[CH:26]=[CH:27][CH:28]=[CH:29][C:23]=5[N:22]=4)=[O:20])[C:13]=3C)[CH2:7][O:6]2)[CH2:4][CH2:3]1.C1C2(OCC(OC3C=CN=C(CO)C=3)CO2)CC1. (2) The reactants are: [Cl:1][C:2]1[CH:3]=[N:4][N:5]([CH3:17])[C:6]=1[C:7]1[CH:15]=[CH:14][C:10]([C:11]([OH:13])=O)=[CH:9][C:8]=1[F:16].Cl.[NH2:19][C@@H:20]([CH2:33][C:34]1[CH:39]=[CH:38][CH:37]=[CH:36][C:35]=1[C:40]([F:43])([F:42])[F:41])[CH2:21][N:22]1[C:30](=[O:31])[C:29]2[C:24](=[CH:25][CH:26]=[CH:27][CH:28]=2)[C:23]1=[O:32].C(N(C(C)C)CC)(C)C.C1CN([P+](Br)(N2CCCC2)N2CCCC2)CC1.F[P-](F)(F)(F)(F)F. Given the product [Cl:1][C:2]1[CH:3]=[N:4][N:5]([CH3:17])[C:6]=1[C:7]1[CH:15]=[CH:14][C:10]([C:11]([NH:19][C@@H:20]([CH2:33][C:34]2[CH:39]=[CH:38][CH:37]=[CH:36][C:35]=2[C:40]([F:43])([F:41])[F:42])[CH2:21][N:22]2[C:30](=[O:31])[C:29]3[C:24](=[CH:25][CH:26]=[CH:27][CH:28]=3)[C:23]2=[O:32])=[O:13])=[CH:9][C:8]=1[F:16], predict the reactants needed to synthesize it. (3) Given the product [CH3:1][O:2][C:3]1[CH:4]=[C:5]2[C:6]([C:11]3[C:12](=[O:16])[CH2:13][CH2:14][CH2:15][C:10]=3[NH:9]2)=[CH:7][CH:8]=1, predict the reactants needed to synthesize it. The reactants are: [CH3:1][O:2][C:3]1[CH:4]=[C:5]([NH:9][C:10]2[CH2:15][CH2:14][CH2:13][C:12](=[O:16])[CH:11]=2)[CH:6]=[CH:7][CH:8]=1.O. (4) Given the product [Br:1][C:2]1[CH:7]=[C:6]2[C:5](=[CH:4][CH:3]=1)[NH:23][C:14]([C:16]1[CH:21]=[CH:20][C:19]([F:22])=[CH:18][CH:17]=1)=[C:8]2[C:9]([O:11][CH2:12][CH3:13])=[O:10], predict the reactants needed to synthesize it. The reactants are: [Br:1][C:2]1[CH:3]=[CH:4][C:5]([N+:23]([O-])=O)=[C:6]([C:8](=[C:14]([C:16]2[CH:21]=[CH:20][C:19]([F:22])=[CH:18][CH:17]=2)O)[C:9]([O:11][CH2:12][CH3:13])=[O:10])[CH:7]=1.CC(O)=O.